From a dataset of Full USPTO retrosynthesis dataset with 1.9M reactions from patents (1976-2016). Predict the reactants needed to synthesize the given product. (1) Given the product [N:14]1[C:13]2[NH:9][CH:10]=[CH:11][C:12]=2[C:17]([C:18]2[CH:19]=[N:20][N:21]([CH:23]([CH2:27][CH:28]3[CH2:33][CH2:32][CH2:31][CH2:30][CH2:29]3)[CH2:24][C:25]#[N:26])[CH:22]=2)=[CH:16][N:15]=1, predict the reactants needed to synthesize it. The reactants are: C(OC[N:9]1[C:13]2[N:14]=[N:15][CH:16]=[C:17]([C:18]3[CH:19]=[N:20][N:21]([CH:23]([CH2:27][CH:28]4[CH2:33][CH2:32][CH2:31][CH2:30][CH2:29]4)[CH2:24][C:25]#[N:26])[CH:22]=3)[C:12]=2[CH:11]=[CH:10]1)(=O)C(C)(C)C.[OH-].[Na+]. (2) Given the product [Si:20]([O:1][C@@H:2]1[CH2:6][O:5][CH2:4][C@H:3]1[O:7][C:8]1[CH:9]=[CH:10][C:11]([CH:12]=[O:13])=[CH:14][CH:15]=1)([C:16]([CH3:19])([CH3:18])[CH3:17])([CH3:23])[CH3:22], predict the reactants needed to synthesize it. The reactants are: [OH:1][C@@H:2]1[CH2:6][O:5][CH2:4][C@H:3]1[O:7][C:8]1[CH:15]=[CH:14][C:11]([CH:12]=[O:13])=[CH:10][CH:9]=1.[C:16]([Si:20]([CH3:23])([CH3:22])Cl)([CH3:19])([CH3:18])[CH3:17].C(N(CC)CC)C. (3) Given the product [CH3:1][O:2][C:3](=[O:39])[NH:4][CH:5]([C:9]([N:11]1[CH:18]([C:19]2[NH:20][C:21]([C:24]3[CH:29]=[CH:28][C:27]([C:63]4[CH:64]=[CH:65][C:60]([C:57]5[NH:56][C:55]([CH:51]6[CH2:52][CH2:53][CH2:54][N:50]6[C:48](=[O:49])[CH:44]([NH:43][C:42]([O:41][CH3:40])=[O:67])[CH:45]([CH3:47])[CH3:46])=[N:59][CH:58]=5)=[CH:61][CH:62]=4)=[CH:26][CH:25]=3)=[CH:22][N:23]=2)[CH2:17][C:13]2([CH2:14][CH2:15][CH2:16]2)[O:12]1)=[O:10])[CH:6]([CH3:7])[CH3:8], predict the reactants needed to synthesize it. The reactants are: [CH3:1][O:2][C:3](=[O:39])[NH:4][CH:5]([C:9]([N:11]1[CH:18]([C:19]2[NH:20][C:21]([C:24]3[CH:29]=[CH:28][C:27](B4OC(C)(C)C(C)(C)O4)=[CH:26][CH:25]=3)=[CH:22][N:23]=2)[CH2:17][C:13]2([CH2:16][CH2:15][CH2:14]2)[O:12]1)=[O:10])[CH:6]([CH3:8])[CH3:7].[CH3:40][O:41][C:42](=[O:67])[NH:43][CH:44]([C:48]([N:50]1[CH2:54][CH2:53][CH2:52][CH:51]1[C:55]1[NH:56][C:57]([C:60]2[CH:65]=[CH:64][C:63](Br)=[CH:62][CH:61]=2)=[CH:58][N:59]=1)=[O:49])[CH:45]([CH3:47])[CH3:46].C(=O)([O-])[O-].[K+].[K+]. (4) Given the product [CH3:1][O:2][C:3](=[O:40])[N:4]([CH2:18][C:19]1[CH:24]=[C:23]([C:25]([F:28])([F:26])[F:27])[CH:22]=[CH:21][C:20]=1[C:29]1[CH:34]=[C:33]([CH:35]([CH3:37])[CH3:36])[CH:32]=[CH:31][C:30]=1[O:38][CH3:39])[CH2:5][C:6]1[CH:11]=[C:10]([C:12]([F:15])([F:14])[F:13])[CH:9]=[C:8]([S:16]([CH3:17])=[O:49])[CH:7]=1, predict the reactants needed to synthesize it. The reactants are: [CH3:1][O:2][C:3](=[O:40])[N:4]([CH2:18][C:19]1[CH:24]=[C:23]([C:25]([F:28])([F:27])[F:26])[CH:22]=[CH:21][C:20]=1[C:29]1[CH:34]=[C:33]([CH:35]([CH3:37])[CH3:36])[CH:32]=[CH:31][C:30]=1[O:38][CH3:39])[CH2:5][C:6]1[CH:11]=[C:10]([C:12]([F:15])([F:14])[F:13])[CH:9]=[C:8]([S:16][CH3:17])[CH:7]=1.C1C=C(Cl)C=C(C(OO)=[O:49])C=1.OS([O-])=O.[Na+]. (5) Given the product [NH2:36][C:35]1[S:37][C:30]([C:29]2[C:22]3[C:21]([NH:20][C@H:18]([C:7]4[N:8]([C:12]5[CH:17]=[CH:16][CH:15]=[CH:14][CH:13]=5)[C:9](=[O:11])[C:10]5=[C:2]([CH3:1])[CH:3]=[CH:4][N:5]5[N:6]=4)[CH3:19])=[N:26][CH:25]=[N:24][C:23]=3[NH:27][CH:28]=2)=[N:34][N:33]=1, predict the reactants needed to synthesize it. The reactants are: [CH3:1][C:2]1[CH:3]=[CH:4][N:5]2[C:10]=1[C:9](=[O:11])[N:8]([C:12]1[CH:17]=[CH:16][CH:15]=[CH:14][CH:13]=1)[C:7]([C@@H:18]([NH:20][C:21]1[C:22]3[C:29]([C:30](O)=O)=[CH:28][NH:27][C:23]=3[N:24]=[CH:25][N:26]=1)[CH3:19])=[N:6]2.[NH:33]([C:35](=[S:37])[NH2:36])[NH2:34].O(Cl)Cl.[P+5]. (6) Given the product [NH2:12][C:11]1[S:13][C:2]([C:3]([O:5][CH2:6][CH3:7])=[O:4])=[N:10][N:9]=1, predict the reactants needed to synthesize it. The reactants are: Cl[C:2](=O)[C:3]([O:5][CH2:6][CH3:7])=[O:4].[NH:9]([C:11](=[S:13])[NH2:12])[NH2:10]. (7) Given the product [F:29][C:26]1[CH:27]=[CH:28][C:23]([CH:12]([N:10]([CH3:11])[C:8]([CH:7]=[C:5]([OH:6])[C:4]([OH:30])=[O:3])=[O:9])[C:13]2[CH:22]=[CH:21][CH:20]=[C:15]([C:16](=[O:17])[NH:18][CH3:19])[CH:14]=2)=[CH:24][CH:25]=1, predict the reactants needed to synthesize it. The reactants are: CC1(C)[O:6][C:5](=[CH:7][C:8]([N:10]([CH:12]([C:23]2[CH:28]=[CH:27][C:26]([F:29])=[CH:25][CH:24]=2)[C:13]2[CH:14]=[C:15]([CH:20]=[CH:21][CH:22]=2)[C:16]([NH:18][CH3:19])=[O:17])[CH3:11])=[O:9])[C:4](=[O:30])[O:3]1.N#N. (8) Given the product [CH3:14][O:13][C:11](=[O:12])[C:10](=[CH:15][C:16]1[CH:17]=[CH:18][C:19]([O:22][CH2:30][C:29]2[CH:32]=[CH:33][CH:26]=[C:27]([O:4][CH3:1])[CH:28]=2)=[CH:20][CH:21]=1)[C:9]([O:8][CH3:7])=[O:23], predict the reactants needed to synthesize it. The reactants are: [C:1]([O-:4])([O-])=O.[K+].[K+].[CH3:7][O:8][C:9](=[O:23])[C:10](=[CH:15][C:16]1[CH:21]=[CH:20][C:19]([OH:22])=[CH:18][CH:17]=1)[C:11]([O:13][CH3:14])=[O:12].CO[C:26]1[CH:33]=[CH:32][C:29]([CH2:30]Cl)=[CH:28][CH:27]=1.O.